Dataset: Forward reaction prediction with 1.9M reactions from USPTO patents (1976-2016). Task: Predict the product of the given reaction. (1) Given the reactants [CH3:1][C:2]1[O:6][N:5]=[C:4]([C:7]2[CH:12]=[CH:11][CH:10]=[CH:9][CH:8]=2)[C:3]=1[C:13]1[N:17]2[CH:18]=[C:19]([C:22](O)=[O:23])[CH:20]=[CH:21][C:16]2=[CH:15][N:14]=1.C(N=C=NCCCN(C)C)C.O[N:37]1[C:41]2[CH:42]=[CH:43][CH:44]=CC=2N=N1.C(N(CC)CC)C.C1(NC)CC1, predict the reaction product. The product is: [CH:42]1([CH2:41][NH:37][C:22]([C:19]2[CH:20]=[CH:21][C:16]3[N:17]([C:13]([C:3]4[C:4]([C:7]5[CH:12]=[CH:11][CH:10]=[CH:9][CH:8]=5)=[N:5][O:6][C:2]=4[CH3:1])=[N:14][CH:15]=3)[CH:18]=2)=[O:23])[CH2:44][CH2:43]1. (2) Given the reactants [CH3:1][C:2]([CH3:18])([CH2:8][C:9]#[C:10][CH2:11][N:12]1[CH2:17][CH2:16][O:15][CH2:14][CH2:13]1)[C:3](OCC)=[O:4].[H-].[H-].[H-].[H-].[Li+].[Al+3], predict the reaction product. The product is: [CH3:1][C:2]([CH3:18])([CH2:8][C:9]#[C:10][CH2:11][N:12]1[CH2:17][CH2:16][O:15][CH2:14][CH2:13]1)[CH2:3][OH:4]. (3) The product is: [Br:1][C:2]1[CH:7]=[C:6]([N+:11]([O-:13])=[O:12])[C:5]([O:8][CH3:9])=[CH:4][C:3]=1[CH3:10]. Given the reactants [Br:1][C:2]1[CH:7]=[CH:6][C:5]([O:8][CH3:9])=[CH:4][C:3]=1[CH3:10].[N+:11]([O-])([OH:13])=[O:12], predict the reaction product. (4) Given the reactants C(OC(=O)[C@@H](C1C=CC=CC=1)O)(=O)C.O.[NH2:16][CH2:17][CH:18]([C:22]1[CH:27]=[CH:26][C:25]([F:28])=[CH:24][CH:23]=1)[CH2:19][CH2:20][OH:21], predict the reaction product. The product is: [NH2:16][CH2:17][C@H:18]([C:22]1[CH:23]=[CH:24][C:25]([F:28])=[CH:26][CH:27]=1)[CH2:19][CH2:20][OH:21]. (5) Given the reactants [Cl:1][C:2]1[C:3]([CH2:31]OS(C)(=O)=O)=[C:4]([C:27]([F:30])([F:29])[F:28])[CH:5]=[C:6]2[C:11]=1[NH:10][C:9](=[O:12])[N:8]([CH2:13][C:14]1[CH:19]=[C:18]([Cl:20])[CH:17]=[CH:16][C:15]=1[S:21]([CH2:24][CH3:25])(=[O:23])=[O:22])[C:7]2=[O:26].[CH3:37][C@@:38]1([C:43]([NH2:45])=[O:44])[CH2:42][CH2:41][CH2:40][NH:39]1, predict the reaction product. The product is: [Cl:1][C:2]1[C:3]([CH2:31][N:39]2[CH2:40][CH2:41][CH2:42][C@@:38]2([CH3:37])[C:43]([NH2:45])=[O:44])=[C:4]([C:27]([F:28])([F:29])[F:30])[CH:5]=[C:6]2[C:11]=1[NH:10][C:9](=[O:12])[N:8]([CH2:13][C:14]1[CH:19]=[C:18]([Cl:20])[CH:17]=[CH:16][C:15]=1[S:21]([CH2:24][CH3:25])(=[O:22])=[O:23])[C:7]2=[O:26]. (6) Given the reactants [C:1]([OH:9])(=O)[C:2]1[CH:7]=[CH:6][CH:5]=[N:4][CH:3]=1.[NH2:10][CH2:11][CH2:12][O:13][C:14]1[C:24]2[CH2:23][CH2:22][N:21](C(=O)C(F)(F)F)[CH2:20][CH2:19][C:18]=2[CH:17]=[CH:16][C:15]=1[Cl:31], predict the reaction product. The product is: [ClH:31].[Cl:31][C:15]1[CH:16]=[CH:17][C:18]2[CH2:19][CH2:20][NH:21][CH2:22][CH2:23][C:24]=2[C:14]=1[O:13][CH2:12][CH2:11][NH:10][C:1]([C:2]1[CH:3]=[N:4][CH:5]=[CH:6][CH:7]=1)=[O:9].